From a dataset of Forward reaction prediction with 1.9M reactions from USPTO patents (1976-2016). Predict the product of the given reaction. (1) Given the reactants [C:1]([O:5][C:6](=[O:23])[NH:7][C:8]1[CH:13]=[C:12]([N:14]2[CH2:19][CH2:18][CH2:17][CH2:16][CH2:15]2)[C:11]([C:20]#[N:21])=[CH:10][C:9]=1[NH2:22])([CH3:4])([CH3:3])[CH3:2].C([O:28][C:29](=O)[CH2:30][C:31]([C:33]1[CH:38]=[CH:37][CH:36]=[C:35]([C:39]2[O:43][N:42]=[C:41]([CH3:44])[CH:40]=2)[CH:34]=1)=[O:32])(C)(C)C, predict the reaction product. The product is: [C:1]([O:5][C:6](=[O:23])[NH:7][C:8]1[CH:13]=[C:12]([N:14]2[CH2:19][CH2:18][CH2:17][CH2:16][CH2:15]2)[C:11]([C:20]#[N:21])=[CH:10][C:9]=1[NH:22][C:29](=[O:28])[CH2:30][C:31]([C:33]1[CH:38]=[CH:37][CH:36]=[C:35]([C:39]2[O:43][N:42]=[C:41]([CH3:44])[CH:40]=2)[CH:34]=1)=[O:32])([CH3:4])([CH3:2])[CH3:3]. (2) Given the reactants C[O:2][C:3]([C:5]1[CH:38]=[CH:37][C:8]2[N:9]([CH2:27][CH2:28][NH:29][C:30]([O:32][C:33]([CH3:36])([CH3:35])[CH3:34])=[O:31])[C:10]([NH:12][C:13]3[S:14][C:15]4[CH:21]=[C:20]([O:22][C:23]([F:26])([F:25])[F:24])[CH:19]=[CH:18][C:16]=4[N:17]=3)=[N:11][C:7]=2[CH:6]=1)=[O:4].[OH-].[Na+].CO, predict the reaction product. The product is: [C:33]([O:32][C:30]([NH:29][CH2:28][CH2:27][N:9]1[C:8]2[CH:37]=[CH:38][C:5]([C:3]([OH:4])=[O:2])=[CH:6][C:7]=2[N:11]=[C:10]1[NH:12][C:13]1[S:14][C:15]2[CH:21]=[C:20]([O:22][C:23]([F:24])([F:25])[F:26])[CH:19]=[CH:18][C:16]=2[N:17]=1)=[O:31])([CH3:36])([CH3:34])[CH3:35]. (3) Given the reactants Br[CH2:2][C:3]1[N:7]([C:8]2[CH:13]=[CH:12][C:11]([N+:14]([O-:16])=[O:15])=[CH:10][CH:9]=2)[N:6]=[C:5]([NH:17][C:18]([CH3:21])([CH3:20])[CH3:19])[C:4]=1[C:22]([O:24][CH2:25][CH3:26])=[O:23].[CH3:27][NH:28][CH3:29], predict the reaction product. The product is: [C:18]([NH:17][C:5]1[C:4]([C:22]([O:24][CH2:25][CH3:26])=[O:23])=[C:3]([CH2:2][N:28]([CH3:29])[CH3:27])[N:7]([C:8]2[CH:13]=[CH:12][C:11]([N+:14]([O-:16])=[O:15])=[CH:10][CH:9]=2)[N:6]=1)([CH3:21])([CH3:20])[CH3:19]. (4) Given the reactants [NH:1]([C:5]1[CH:34]=[CH:33][C:8]2[NH:9][C:10]([CH:12]([C:14]3[NH:15][C:16]4[CH2:21][CH2:20][N:19](C(OCC5C=CC=CC=5)=O)[CH2:18][C:17]=4[N:32]=3)[CH3:13])=[N:11][C:7]=2[CH:6]=1)[C:2]([NH2:4])=[NH:3].O1CCCC1, predict the reaction product. The product is: [NH:15]1[C:16]2[CH2:21][CH2:20][NH:19][CH2:18][C:17]=2[N:32]=[C:14]1[CH:12]([C:10]1[NH:9][C:8]2[CH:33]=[CH:34][C:5]([NH:1][C:2]([NH2:4])=[NH:3])=[CH:6][C:7]=2[N:11]=1)[CH3:13]. (5) Given the reactants [F:1][C:2]1[CH:7]=[CH:6][CH:5]=[CH:4][C:3]=1[N:8]1[C:12]([C:13]2[CH:18]=[CH:17][CH:16]=[CH:15][C:14]=2I)=[N:11][N:10]=[N:9]1.[OH:20][C:21]1[CH:26]=[CH:25][CH:24]=[CH:23][C:22]=1B(O)O.C(=O)([O-])[O-].[Na+].[Na+], predict the reaction product. The product is: [F:1][C:2]1[CH:7]=[CH:6][CH:5]=[CH:4][C:3]=1[N:8]1[C:12]([C:13]2[CH:18]=[CH:17][CH:16]=[CH:15][C:14]=2[C:22]2[CH:23]=[CH:24][CH:25]=[CH:26][C:21]=2[OH:20])=[N:11][N:10]=[N:9]1. (6) The product is: [CH3:7][O:8][C:9]1[CH:10]=[C:11](/[CH:12]=[CH:22]/[C:23]([NH:25][C:26]2[C:27]([C:36]([OH:38])=[O:37])=[CH:28][C:29]3[C:34]([CH:35]=2)=[CH:33][CH:32]=[CH:31][CH:30]=3)=[O:24])[CH:14]=[CH:15][C:16]=1[O:17][CH3:18]. Given the reactants N1CCCCC1.[CH3:7][O:8][C:9]1[CH:10]=[C:11]([CH:14]=[CH:15][C:16]=1[O:17][CH3:18])[CH:12]=O.C([CH2:22][C:23]([NH:25][C:26]1[C:27]([C:36]([OH:38])=[O:37])=[CH:28][C:29]2[C:34]([CH:35]=1)=[CH:33][CH:32]=[CH:31][CH:30]=2)=[O:24])(O)=O.Cl, predict the reaction product. (7) Given the reactants [C:1]1([CH:7]([C:12]2[CH:17]=[CH:16][CH:15]=[CH:14][CH:13]=2)[CH2:8][C:9](Cl)=[O:10])[CH:6]=[CH:5][CH:4]=[CH:3][CH:2]=1.[C:18]1([C@H:24]([NH2:26])[CH3:25])[CH:23]=[CH:22][CH:21]=[CH:20][CH:19]=1, predict the reaction product. The product is: [C:1]1([CH:7]([C:12]2[CH:17]=[CH:16][CH:15]=[CH:14][CH:13]=2)[CH2:8][C:9]([NH:26][C@@H:24]([C:18]2[CH:23]=[CH:22][CH:21]=[CH:20][CH:19]=2)[CH3:25])=[O:10])[CH:6]=[CH:5][CH:4]=[CH:3][CH:2]=1. (8) Given the reactants CO[C:3]([C:5]1[C:6]([OH:35])=[C:7]2[C:12](=[C:13]([C:15]3[CH:16]=[N:17][N:18]([CH3:20])[CH:19]=3)[N:14]=1)[N:11]([CH2:21][C:22]1[CH:27]=[CH:26][CH:25]=[CH:24][CH:23]=1)[C:10](=[O:28])[C:9]([C:29]1[CH:34]=[CH:33][CH:32]=[CH:31][CH:30]=1)=[CH:8]2)=[O:4].[NH2:36][CH2:37][CH2:38][C:39]([OH:41])=[O:40].C[O-].[Na+], predict the reaction product. The product is: [CH2:21]([N:11]1[C:12]2[C:7](=[C:6]([OH:35])[C:5]([C:3]([NH:36][CH2:37][CH2:38][C:39]([OH:41])=[O:40])=[O:4])=[N:14][C:13]=2[C:15]2[CH:16]=[N:17][N:18]([CH3:20])[CH:19]=2)[CH:8]=[C:9]([C:29]2[CH:34]=[CH:33][CH:32]=[CH:31][CH:30]=2)[C:10]1=[O:28])[C:22]1[CH:23]=[CH:24][CH:25]=[CH:26][CH:27]=1.